The task is: Token-level Classification. Given an antigen amino acid sequence, predict which amino acid positions are active epitope sites capable of antibody binding. Output is a list of indices for active positions.. This data is from B-cell epitopes from IEDB database with 3,159 antigens for binding position prediction. (1) Given the antigen sequence: MAAYKLVLIRHGESAWNLENRFSGWYDADLSPAGHEEAKRGGQALRDAGYEFDICFTSVQKRAIRTLWTVLDAIDQMWLPVVRTWRLNERHYGGLTGLNKAETAAKHGEAQVKIWRRSYDVPPPPMEPDHPFYSNISKDRRYADLTEDQLPSCESLKDTIARALPFWNEEIVPQIKEGKRVLIAAHGNSLRGIVKHLEGLSEEAIMELNLPTGIPIVYELDKNLKPIKPMQFLGDEETVRKAMEAVAAQGKAKK, which amino acid positions are active epitope sites? The epitope positions are: [18, 19, 20, 21, 22, 23, 24, 25, 26, 27, 28, 29, 30, 31, 32]. The amino acids at these positions are: ENRFSGWYDADLSPA. (2) Given the antigen sequence: MMRKLAILSVSSFLFVEALFQEYQCYGSSSNTRVLNELNYDNAGTNLYNELEMNYYGKQENWYSLKKNSRSLGENDDGNNEDNEKLRKPKHKKLKQPADGNPDPNANPNVDPNANPNVDPNANPNVDPNANPNANPNANPNANPNANPNANPNANPNANPNANPNANPNANPNANPNANPNANPNANPNANPNANPNVDPNANPNANPNANPNANPNANPNANPNANPNANPNANPNANPNANPNANPNANPNANPNANPNANPNANPNANPNKNNQGNGQGHNMPNDPNRNVDENANANSAVKNNNNEEPSDKHIKEYLNKIQNSLSTEWSPCSVTCGNGIQVRIKPGSANKPKDELDYANDIEKKICKMEKCSSVFNVVNSSIGLIMVLSFLFLN, which amino acid positions are active epitope sites? The epitope positions are: [317, 318, 319, 320, 321, 322, 323, 324, 325, 326, 327, 328, 329, 330, 331, 332, 333, 334, 335, 336]. The amino acids at these positions are: EYLNKIQNSLSTEWSPCSVT. (3) The epitope positions are: [270, 271, 272, 273, 274, 275, 276, 277, 278, 279, 280, 281, 282, 283, 284, 285, 286, 287, 288, 289]. The amino acids at these positions are: NFVRSSNLKFQDAYNAAGGH. Given the antigen sequence: MTDVSRKIRAWGRRLMIGTAAAVVLPGLVGLAGGAATAGAFSRPGLPVEYLQVPSPSMGRDIKVQFQSGGNNSPAVYLLDGLRAQDDYNGWDINTPAFEWYYQSGLSIVMPVGGQSSFYSDWYSPACGKAGCQTYKWETFLTSELPQWLSANRAVKPTGSAAIGLSMAGSSAMILAAYHPQQFIYAGSLSALLDPSQGMGPSLIGLAMGDAGGYKAADMWGPSSDPAWERNDPTQQIPKLVANNTRLWVYCGNGTPNELGGANIPAEFLENFVRSSNLKFQDAYNAAGGHNAVFNFPPNGTHSWEYWGAQLNAMKGDLQSSLGAG, which amino acid positions are active epitope sites? (4) Given the antigen sequence: MHQKRTAMFQDPQERPRKLPQLCTELQTTIHDILLECVYCKQQLLRREVYDFAFRDLCIVYRDGNPYAVCDKCLKFYSKISEYRHYCYSLYGTTLEQQYNKPLCDLLIRCINCQKPLCPEEKQRHLDKKQRFHNIRGRWTGRCMSCCRSSRTRRETQL, which amino acid positions are active epitope sites? The epitope positions are: [137, 138, 139, 140, 141, 142, 143, 144, 145, 146, 147, 148, 149, 150, 151, 152, 153, 154, 155, 156... (21 total positions)]. The amino acids at these positions are: RWTGRCMSCCRSSRTRRETQL. (5) Given the antigen sequence: NLYQFGNMIQCANHGRRPTLAYADYGCYCGAGGSGTPVDELDRCCKAHDDCYGEAGKKGCYPTLTLYSWQCIEKTPTCNSKTGCERSVCDCDATAAKCFAKAPYNKKNYNIDTEKRCQ, which amino acid positions are active epitope sites? The epitope positions are: [24, 25, 26, 27, 28, 29, 30, 31, 32]. The amino acids at these positions are: YGCYCGAGG. (6) Given the antigen sequence: MNAFLLFALCLLGAWAALAGGVTVQDGNFSFSLESVKKLKDLQEPQEPRVGKLRNFAPIPGEPVVPILCSNPNFPEELKPLCKEPNAQEILQRLEEIAEDPGTCEICAYAACTGC, which amino acid positions are active epitope sites? The epitope positions are: [100, 101, 102, 103, 104, 105, 106, 107, 108, 109, 110, 111, 112, 113, 114]. The amino acids at these positions are: PGTCEICAYAACTGC. (7) Given the antigen sequence: MKLVKLSLVAALAAGAFSAANATPLEEAIKDVDVSGVLRYRYDTGNFDKNFVNNSNLNNNKQDHKYRAQVNFSAAIADNFKAFIQFDYNAVDGGTGVNNVKNAEKGLFVRQLYLTYTNEDVATSVIAGKQQLNLIWTDNAIDGLVGTGVKVVNNSIDGLTLAAFAADSFMAAEQGADLLGHSNISTTSKQAPFKVDSVGNLYGAAAVGSYDLAGGQFNPQLWLAYWDQVTFFYAVDAAYSTTIFDGINWTLEGAYLGNSLDSELDDKTHANGNLFALKGTIEVNGWDASLGGLYYGDKEKASTVVIEDQGNLGSLLAGEEIFYTTGSRLNGDTGRNIFGYVTGGYTFNETVRVGADFVYGGTKTEAAANHLGGGKKLEAVARVDYKYSPKLNFSAFYSYVNLDQGVNTNESADHSTVRLQALYKF, which amino acid positions are active epitope sites? The epitope positions are: [213, 214, 215, 216, 217, 218]. The amino acids at these positions are: GGQFNP. (8) Given the antigen sequence: MFPYPTLNFPPMAPINPMAYRDPNPPRRRWRPFRPPLAAQIEDLRRSIANLTFKQRAPNPPPGPPAKRKKPAPKPKPAAPKKKRQIPPAKKQKRKQKPGKRQRMCMKLESDKTFPIMLNGQVNGYACVVGGRVFKPLHVEGRIDNEQLATIKLKKASIYDLEYGDVPQCMKSDTLQYTSEKPPGFYNWHHGAVQYENNRFTVPRGVGGKGDSGRPILDNKGRVVAIVLGGANEGSRTALSVVTWNQKGVTVKDTPEGSEPWSLTAVMCVLANITFPCDQPPCMPCCYEKNPHETLNMLEQNYDSQAYDQLLEAAVKCNGRRTRRDVDAHFTQYKLARPYIADCPNCGHGRCDSPIAIEDVRGDAHAGYIRIQTSAMFGMKSEGVDLAYMSYMNGKVLKAIKIDSLYVRTSAPCSLVSYHGYYLLAQCPPGDTVTVGFLEGTHKYMCTVAHQVKFNPVGREKYRHPPEHGVELPCNKYTHKRADQGHYVEMHQPGMVADHT..., which amino acid positions are active epitope sites? The epitope positions are: [334, 335, 336, 337, 338, 339, 340, 341, 342, 343, 344, 345, 346, 347, 348, 349]. The amino acids at these positions are: LARPYIADCPNCGHGR.